From a dataset of Human Reference Interactome with 51,813 positive PPI pairs across 8,248 proteins, plus equal number of experimentally-validated negative pairs. Binary Classification. Given two protein amino acid sequences, predict whether they physically interact or not. (1) Protein 1 (ENSG00000198551) has sequence MDSVAFEDVAVNFTLEEWALLDPSQKNLYRDVMRETFRNLASVGKQWEDQNIEDPFKIPRRNISHIPERLCESKEGGQGEETFSQIPDGILNKKTPGVKPCESSVCGEVGMGPSSLNRHIRDHTGREPNEYQEYGKKSYTRNQCGRALSYHRSFPVRERTHPGGKPYDCKECGETFISLVSIRRHMLTHRGGVPYKCKVCGKAFDYPSLFRIHERSHTGEKPYECKQCGKAFSCSSYIRIHERTHTGDKPYECKQCGKAFSCSKYIRIHERTHTGEKPYECKQCGKAFRCASSVRSHERT.... Protein 2 (ENSG00000160191) has sequence MGSGSSSYRPKAIYLDIDGRIQKVIFSKYCNSSDIMDLFCIATGLPRTPYKVRPVAIKQLSAGVEDKRTTSRGQSAERPLRDRRVVGLEQPRREGAFESGQVEPRPREPQGCYQEGQRIPPEREELIQSVLAQVAEQFSRAFKINELKAEVANHLAVLEKRVELEGLKVVEIEKCKSDIKKMREELAARSSRTNCPCKYSFLDNHKKLTPRRDVPTYPKYLLSPETIEALRKPTFDVWLWEPNEMLSCLEHMYHDLGLVRDFSINPVTLRRWLFCVHDNYRNNPFHNFRHCFCVAQMMYS.... Result: 0 (the proteins do not interact). (2) Protein 1 (ENSG00000024862) has sequence MPRAEPRATLGEQEKAGLPLGAWRLYLLRHFRKQTELRRSGSRDVTGALLVAAAVASEAVGSLRVAEGGPNTLLLQVLRSWPWCNKELKTMEERKVKRRSPKSFSAHCTQVVNAKKNAIPVSKSTGFSNPASQSTSQRPKLKRVMKEKTKPQGGEGKGAQSTPIQHSFLTDVSDVQEMERGLLSLLNDFHSGKLQAFGNECSIEQMEHVRGMQEKLARLNLELYGELEELPEDKRKTASDSNLDRLLSDLEELNSSIQKLHLADAQDVPNTSAS*MEERKVKRRSPKSFSAHCTQVVNAK.... Protein 2 (ENSG00000169752) has sequence MPTDHEEPCGPSHKSFCLNGGLCYVIPTIPSPFCRCVENYTGARCEEVFLPGSSIQTKSNLFEAFVALAVLVTLIIGAFYFLCRKGHFQRASSVQYDINLVETSSTSAHHSHEQH*MPTDHEEPCGPSHKSFCLNGGLCYVIPTIPSPFCS*MPTDHEEPCGPSHKSFCLNGGLCYVIPTIPSPFCRK*MPTDHEEPCGPSHKSFCLNGGLCYVIPTIPSPFCRCVENYTGARCEEVFLPGSSIQTKSNLFEAFVALAVLVTLIIGAFYFLCRKGHFQRASSVQYDINLVETSSTSAHHM.... Result: 0 (the proteins do not interact).